From a dataset of Retrosynthesis with 50K atom-mapped reactions and 10 reaction types from USPTO. Predict the reactants needed to synthesize the given product. (1) Given the product CC(c1ccccc1)N1c2ccccc2Oc2c(CO)cccc21, predict the reactants needed to synthesize it. The reactants are: CC(c1ccccc1)N1c2ccccc2Oc2c(C=O)cccc21. (2) Given the product CCn1ncc2c(-c3cncc(C)c3)c(COCC(=O)OC(C)(C)C)c(COC)nc21, predict the reactants needed to synthesize it. The reactants are: CC(C)(C)OC(=O)CBr.CCn1ncc2c(-c3cncc(C)c3)c(CO)c(COC)nc21.